From a dataset of Reaction yield outcomes from USPTO patents with 853,638 reactions. Predict the reaction yield, written as a fraction of the theoretical maximum amount of product (1.0 means a 100% yield; for example, 0.34 means a 34% yield). (1) The reactants are [CH3:1][O:2][C:3](=[O:14])[C:4]1[CH:9]=[CH:8][C:7]([N+:10]([O-:12])=[O:11])=[CH:6][C:5]=1[OH:13].[H-].[Na+].[CH3:17]I. The product is [CH3:1][O:2][C:3](=[O:14])[C:4]1[CH:9]=[CH:8][C:7]([N+:10]([O-:12])=[O:11])=[CH:6][C:5]=1[O:13][CH3:17]. The yield is 0.470. The catalyst is CN(C)C=O. (2) The reactants are [CH2:1]([Si:4]1(Cl)[N:8]([CH3:9])[C@@H:7]([CH3:10])[C@H:6]([C:11]2[CH:16]=[CH:15][CH:14]=[CH:13][CH:12]=2)[O:5]1)[CH:2]=[CH2:3].C(N(CC)CC)C.[CH3:25][CH:26]([OH:28])[CH3:27]. The catalyst is C(Cl)Cl. The product is [CH2:1]([Si:4]1([O:28][CH:26]([CH3:27])[CH3:25])[N:8]([CH3:9])[C@@H:7]([CH3:10])[C@H:6]([C:11]2[CH:16]=[CH:15][CH:14]=[CH:13][CH:12]=2)[O:5]1)[CH:2]=[CH2:3]. The yield is 0.480. (3) The reactants are [H-].[Na+].[N:3]1([CH2:8][CH2:9][OH:10])[CH2:7][CH2:6][CH2:5][CH2:4]1.Cl[C:12]1[CH:17]=[CH:16][C:15]([N+:18]([O-:20])=[O:19])=[CH:14][C:13]=1[O:21][CH3:22]. The catalyst is CN(C=O)C.CCOC(C)=O. The product is [CH3:22][O:21][C:13]1[CH:14]=[C:15]([N+:18]([O-:20])=[O:19])[CH:16]=[CH:17][C:12]=1[O:10][CH2:9][CH2:8][N:3]1[CH2:7][CH2:6][CH2:5][CH2:4]1. The yield is 0.400.